Dataset: Forward reaction prediction with 1.9M reactions from USPTO patents (1976-2016). Task: Predict the product of the given reaction. (1) Given the reactants Br[CH:2]([CH2:7][CH2:8]Br)[C:3]([O:5][CH3:6])=[O:4].[CH:10]1([NH2:15])[CH2:14][CH2:13][CH2:12][CH2:11]1, predict the reaction product. The product is: [CH3:6][O:5][C:3]([CH:2]1[CH2:7][CH2:8][N:15]1[CH:10]1[CH2:14][CH2:13][CH2:12][CH2:11]1)=[O:4]. (2) Given the reactants [CH:1]([C:3]1[CH:4]=[CH:5][C:6]2[N:10]=[CH:9][N:8]([C:11]3[S:15][C:14]([C:16]([O:18][CH3:19])=[O:17])=[C:13]([O:20][C@@H:21]([C:23]4[CH:28]=[CH:27][CH:26]=[CH:25][C:24]=4[C:29]([F:32])([F:31])[F:30])[CH3:22])[CH:12]=3)[C:7]=2[CH:33]=1)=O.[CH3:34][N:35]1[CH2:40][CH2:39][NH:38][CH2:37][CH2:36]1.C(O)(=O)C.C(O[BH-](OC(=O)C)OC(=O)C)(=O)C.[Na+].C([O-])([O-])=O.[K+].[K+], predict the reaction product. The product is: [CH3:34][N:35]1[CH2:40][CH2:39][N:38]([CH2:1][C:3]2[CH:4]=[CH:5][C:6]3[N:10]=[CH:9][N:8]([C:11]4[S:15][C:14]([C:16]([O:18][CH3:19])=[O:17])=[C:13]([O:20][C@@H:21]([C:23]5[CH:28]=[CH:27][CH:26]=[CH:25][C:24]=5[C:29]([F:30])([F:31])[F:32])[CH3:22])[CH:12]=4)[C:7]=3[CH:33]=2)[CH2:37][CH2:36]1. (3) Given the reactants Cl.O1CCOCC1.C(OC([NH:15][C:16]1[CH:17]=[N:18][CH:19]=[CH:20][C:21]=1[C@@H:22]1[CH2:27][C@H:26]([NH:28][C:29](=[O:35])[O:30][C:31]([CH3:34])([CH3:33])[CH3:32])[C@H:25]([N:36]=[N+:37]=[N-:38])[C@H:24]([CH3:39])[CH2:23]1)=O)(C)(C)C.CC(OC(OC(OC(C)(C)C)=O)=O)(C)C, predict the reaction product. The product is: [NH2:15][C:16]1[CH:17]=[N:18][CH:19]=[CH:20][C:21]=1[C@@H:22]1[CH2:27][C@H:26]([NH:28][C:29](=[O:35])[O:30][C:31]([CH3:34])([CH3:33])[CH3:32])[C@H:25]([N:36]=[N+:37]=[N-:38])[C@H:24]([CH3:39])[CH2:23]1.